This data is from Forward reaction prediction with 1.9M reactions from USPTO patents (1976-2016). The task is: Predict the product of the given reaction. The product is: [CH3:27][C@H:20]([CH2:23][CH:22]=[CH2:21])[C:18]([O:7][C@@H:3]1[CH2:4][CH2:5][CH2:6][C@@H:2]1[NH:1][C:8](=[O:14])[CH2:9][CH2:10][CH:11]=[CH2:12])=[O:19]. Given the reactants [NH2:1][C@H:2]1[CH2:6][CH2:5][CH2:4][C@H:3]1[OH:7].[C:8]([OH:14])(=O)[CH2:9][CH2:10][CH:11]=[CH2:12].CCO[C:18]([CH3:20])=[O:19].[CH3:21][CH2:22][CH2:23]CCC.[CH2:27](Cl)Cl, predict the reaction product.